Dataset: NCI-60 drug combinations with 297,098 pairs across 59 cell lines. Task: Regression. Given two drug SMILES strings and cell line genomic features, predict the synergy score measuring deviation from expected non-interaction effect. (1) Synergy scores: CSS=38.3, Synergy_ZIP=-3.78, Synergy_Bliss=-5.45, Synergy_Loewe=-2.50, Synergy_HSA=-1.84. Cell line: SN12C. Drug 2: CC1C(C(CC(O1)OC2CC(CC3=C2C(=C4C(=C3O)C(=O)C5=CC=CC=C5C4=O)O)(C(=O)C)O)N)O. Drug 1: CN1C2=C(C=C(C=C2)N(CCCl)CCCl)N=C1CCCC(=O)O.Cl. (2) Drug 1: CC1=C(C=C(C=C1)NC(=O)C2=CC=C(C=C2)CN3CCN(CC3)C)NC4=NC=CC(=N4)C5=CN=CC=C5. Drug 2: C(CN)CNCCSP(=O)(O)O. Cell line: A549. Synergy scores: CSS=0.577, Synergy_ZIP=-0.136, Synergy_Bliss=0.254, Synergy_Loewe=-0.613, Synergy_HSA=-0.540. (3) Drug 1: CCCS(=O)(=O)NC1=C(C(=C(C=C1)F)C(=O)C2=CNC3=C2C=C(C=N3)C4=CC=C(C=C4)Cl)F. Drug 2: CC1CCCC2(C(O2)CC(NC(=O)CC(C(C(=O)C(C1O)C)(C)C)O)C(=CC3=CSC(=N3)C)C)C. Cell line: HS 578T. Synergy scores: CSS=0.120, Synergy_ZIP=2.47, Synergy_Bliss=5.02, Synergy_Loewe=-8.04, Synergy_HSA=-1.65. (4) Drug 1: CN(C)C1=NC(=NC(=N1)N(C)C)N(C)C. Drug 2: C1=CC(=CC=C1C#N)C(C2=CC=C(C=C2)C#N)N3C=NC=N3. Cell line: CCRF-CEM. Synergy scores: CSS=-9.04, Synergy_ZIP=1.47, Synergy_Bliss=-7.96, Synergy_Loewe=-9.08, Synergy_HSA=-10.9. (5) Drug 2: C1=CC=C(C(=C1)C(C2=CC=C(C=C2)Cl)C(Cl)Cl)Cl. Drug 1: C1=C(C(=O)NC(=O)N1)F. Synergy scores: CSS=14.7, Synergy_ZIP=-5.76, Synergy_Bliss=-8.24, Synergy_Loewe=-8.50, Synergy_HSA=-8.50. Cell line: NCI-H522. (6) Drug 1: C1CN1C2=NC(=NC(=N2)N3CC3)N4CC4. Drug 2: C(CN)CNCCSP(=O)(O)O. Cell line: UACC62. Synergy scores: CSS=28.2, Synergy_ZIP=-2.00, Synergy_Bliss=-4.29, Synergy_Loewe=-39.0, Synergy_HSA=-5.71.